From a dataset of Catalyst prediction with 721,799 reactions and 888 catalyst types from USPTO. Predict which catalyst facilitates the given reaction. (1) Reactant: [Br:1][C:2]1[CH:3]=[N:4][CH:5]=[C:6]([OH:8])[CH:7]=1.C([O-])([O-])=O.[K+].[K+].S(C1C=CC(C)=CC=1)(O[CH2:19][CH2:20][F:21])(=O)=O. Product: [Br:1][C:2]1[CH:3]=[N:4][CH:5]=[C:6]([O:8][CH2:19][CH2:20][F:21])[CH:7]=1. The catalyst class is: 18. (2) Reactant: Br[C:2]1[CH:3]=[C:4]2[C:9](=[CH:10][CH:11]=1)[CH:8]=[C:7]([O:12][CH2:13][C:14]1[CH:19]=[CH:18][CH:17]=[CH:16][N:15]=1)[CH:6]=[CH:5]2.C([O-])(=O)C.[K+].Br[C:26]1[C:34]2[C:29](=[CH:30][CH:31]=[C:32]([C:35]#[N:36])[CH:33]=2)[N:28]([CH:37]2[CH2:42][CH2:41][CH2:40][CH2:39][O:38]2)[N:27]=1.P([O-])([O-])([O-])=O.[K+].[K+].[K+]. Product: [N:15]1[CH:16]=[CH:17][CH:18]=[CH:19][C:14]=1[CH2:13][O:12][C:7]1[CH:8]=[C:9]2[C:4](=[CH:5][CH:6]=1)[CH:3]=[C:2]([C:26]1[C:34]3[C:29](=[CH:30][CH:31]=[C:32]([C:35]#[N:36])[CH:33]=3)[N:28]([CH:37]3[CH2:42][CH2:41][CH2:40][CH2:39][O:38]3)[N:27]=1)[CH:11]=[CH:10]2. The catalyst class is: 3.